This data is from Peptide-MHC class II binding affinity with 134,281 pairs from IEDB. The task is: Regression. Given a peptide amino acid sequence and an MHC pseudo amino acid sequence, predict their binding affinity value. This is MHC class II binding data. The MHC is DRB1_0101 with pseudo-sequence DRB1_0101. The peptide sequence is VSRTTDFTRLRYLDV. The binding affinity (normalized) is 0.486.